From a dataset of Reaction yield outcomes from USPTO patents with 853,638 reactions. Predict the reaction yield, written as a fraction of the theoretical maximum amount of product (1.0 means a 100% yield; for example, 0.34 means a 34% yield). (1) The reactants are [OH:1][C:2]1[CH:7]=[C:6]([CH3:8])[CH:5]=[CH:4][C:3]=1[C:9](=[O:11])[CH3:10].[CH2:12]([O:14][CH2:15]Cl)[CH3:13]. No catalyst specified. The product is [CH2:12]([O:14][CH2:15][O:1][C:2]1[CH:7]=[C:6]([CH3:8])[CH:5]=[CH:4][C:3]=1[C:9](=[O:11])[CH3:10])[CH3:13]. The yield is 0.750. (2) The reactants are [C:1]1([C:11]2[NH:12][C:13]3[C:18]([N:19]=2)=[C:17]([O:20][C@H:21]2[CH2:25][CH2:24][C@H:23]([CH2:26][OH:27])[CH2:22]2)[N:16]=[CH:15][N:14]=3)[C:10]2[C:5](=[CH:6][CH:7]=[CH:8][CH:9]=2)[CH:4]=[CH:3][CH:2]=1.Cl[S:29]([NH2:32])(=[O:31])=[O:30]. The catalyst is CC(N(C)C)=O.CC#N. The product is [S:29](=[O:31])(=[O:30])([O:27][CH2:26][C@H:23]1[CH2:24][CH2:25][C@H:21]([O:20][C:17]2[N:16]=[CH:15][N:14]=[C:13]3[C:18]=2[N:19]=[C:11]([C:1]2[C:10]4[C:5](=[CH:6][CH:7]=[CH:8][CH:9]=4)[CH:4]=[CH:3][CH:2]=2)[NH:12]3)[CH2:22]1)[NH2:32]. The yield is 0.700.